From a dataset of Reaction yield outcomes from USPTO patents with 853,638 reactions. Predict the reaction yield, written as a fraction of the theoretical maximum amount of product (1.0 means a 100% yield; for example, 0.34 means a 34% yield). (1) The reactants are [C:1]([C:5]1[CH:12]=[C:11]([C:13]([CH3:16])([CH3:15])[CH3:14])[CH:10]=[C:7]([CH:8]=O)[C:6]=1[OH:17])([CH3:4])([CH3:3])[CH3:2].[CH:18]([NH2:21])([CH3:20])[CH3:19]. No catalyst specified. The product is [CH3:19][CH:18]([NH:21][CH2:8][C:7]1[CH:10]=[C:11]([C:13]([CH3:16])([CH3:15])[CH3:14])[CH:12]=[C:5]([C:1]([CH3:4])([CH3:3])[CH3:2])[C:6]=1[OH:17])[CH3:20]. The yield is 0.970. (2) The reactants are F[C:2]1[CH:3]=[C:4]([CH:7]=[CH:8][C:9]=1[N+:10]([O-:12])=[O:11])[C:5]#[N:6].C(N(C(C)C)CC)(C)C.Cl.Cl.[CH2:24]([O:26][C@H:27]1[CH2:32][CH2:31][C@H:30]([N:33]2[CH2:38][CH2:37][CH:36]([NH2:39])[CH2:35][CH2:34]2)[CH2:29][CH2:28]1)[CH3:25]. The catalyst is CN(C)C=O. The product is [CH2:24]([O:26][C@H:27]1[CH2:28][CH2:29][C@H:30]([N:33]2[CH2:34][CH2:35][CH:36]([NH:39][C:2]3[CH:3]=[C:4]([CH:7]=[CH:8][C:9]=3[N+:10]([O-:12])=[O:11])[C:5]#[N:6])[CH2:37][CH2:38]2)[CH2:31][CH2:32]1)[CH3:25]. The yield is 0.630. (3) The reactants are [CH3:1][CH:2]([O:4][C:5]1[CH:6]=[N:7][CH:8]=[C:9](B2OC(C)(C)C(C)(C)O2)[CH:10]=1)[CH3:3].Br[C:21]1[CH:44]=[CH:43][C:24]2[N:25]=[C:26]([NH:28][C:29]3[CH:34]=[CH:33][N:32]=[C:31]([NH:35][C@H:36]4[CH2:41][CH2:40][C@H:39]([OH:42])[CH2:38][CH2:37]4)[N:30]=3)[S:27][C:23]=2[CH:22]=1.C(=O)([O-])[O-].[Cs+].[Cs+]. The product is [CH3:3][CH:2]([O:4][C:5]1[CH:10]=[C:9]([C:21]2[CH:44]=[CH:43][C:24]3[N:25]=[C:26]([NH:28][C:29]4[CH:34]=[CH:33][N:32]=[C:31]([NH:35][C@H:36]5[CH2:37][CH2:38][C@H:39]([OH:42])[CH2:40][CH2:41]5)[N:30]=4)[S:27][C:23]=3[CH:22]=2)[CH:8]=[N:7][CH:6]=1)[CH3:1]. The yield is 0.0400. The catalyst is O1CCOCC1.O.[Pd].C1(P(C2C=CC=CC=2)C2C=CC=CC=2)C=CC=CC=1.C1(P(C2C=CC=CC=2)C2C=CC=CC=2)C=CC=CC=1.C1(P(C2C=CC=CC=2)C2C=CC=CC=2)C=CC=CC=1.C1(P(C2C=CC=CC=2)C2C=CC=CC=2)C=CC=CC=1. (4) The reactants are C(OC(=O)[NH:7][C:8]1[CH:13]=[CH:12][CH:11]=[C:10]([C:14]2[CH:19]=[CH:18][C:17]([CH2:20][NH:21][S:22]([CH3:25])(=[O:24])=[O:23])=[CH:16][CH:15]=2)[N:9]=1)(C)(C)C. The catalyst is Cl.CO. The product is [NH2:7][C:8]1[N:9]=[C:10]([C:14]2[CH:15]=[CH:16][C:17]([CH2:20][NH:21][S:22]([CH3:25])(=[O:24])=[O:23])=[CH:18][CH:19]=2)[CH:11]=[CH:12][CH:13]=1. The yield is 0.800. (5) The reactants are [C:1](/[C:3](=[N:9]\O)/[C:4]([O:6][CH2:7][CH3:8])=[O:5])#[N:2].C([O-])(O)=O.[Na+].[O-]S(S([O-])=O)=O.[Na+].[Na+]. The catalyst is O. The product is [NH2:9][CH:3]([C:1]#[N:2])[C:4]([O:6][CH2:7][CH3:8])=[O:5]. The yield is 0.430. (6) The reactants are [N:1]1[C:8]([Cl:9])=[N:7][C:5](Cl)=[N:4][C:2]=1[Cl:3].[NH:10]1[CH2:15][CH2:14][O:13][CH2:12][CH2:11]1.CCN(CC)CC. The catalyst is C(Cl)Cl. The product is [Cl:9][C:8]1[N:1]=[C:2]([Cl:3])[N:4]=[C:5]([N:10]2[CH2:15][CH2:14][O:13][CH2:12][CH2:11]2)[N:7]=1. The yield is 0.950. (7) The reactants are [CH2:1]([C@H:3]([N:7]1[CH2:11][CH2:10][CH2:9][C:8]1=[O:12])[C:4](O)=[O:5])[CH3:2].C([N:15](CC)CC)C.CS(Cl)(=O)=O. The catalyst is C(Cl)Cl. The product is [CH2:1]([C@H:3]([N:7]1[CH2:11][CH2:10][CH2:9][C:8]1=[O:12])[C:4]([NH2:15])=[O:5])[CH3:2]. The yield is 0.800. (8) The reactants are C([O:5][C:6](=[O:40])[CH2:7][O:8][C:9]1[C:14]2[CH2:15][CH2:16][CH2:17][CH2:18][CH:19]([NH:20][S:21]([C:24]3[CH:29]=[CH:28][C:27]([C:30]4[CH:35]=[CH:34][CH:33]=[C:32]([C:36]([F:39])([F:38])[F:37])[CH:31]=4)=[CH:26][N:25]=3)(=[O:23])=[O:22])[C:13]=2[CH:12]=[CH:11][CH:10]=1)(C)(C)C.[OH-].[Na+]. No catalyst specified. The product is [F:39][C:36]([F:37])([F:38])[C:32]1[CH:31]=[C:30]([C:27]2[CH:28]=[CH:29][C:24]([S:21]([NH:20][CH:19]3[C:13]4[CH:12]=[CH:11][CH:10]=[C:9]([O:8][CH2:7][C:6]([OH:40])=[O:5])[C:14]=4[CH2:15][CH2:16][CH2:17][CH2:18]3)(=[O:23])=[O:22])=[N:25][CH:26]=2)[CH:35]=[CH:34][CH:33]=1. The yield is 0.660. (9) The reactants are [F:1][C:2]1[CH:7]=[CH:6][C:5]([CH:8](C(OC)=O)[C:9]([O:11]C)=[O:10])=[C:4]([N+:17]([O-:19])=[O:18])[CH:3]=1.C(OCC)(=O)C.CCCCCC. The catalyst is Cl. The product is [F:1][C:2]1[CH:7]=[CH:6][C:5]([CH2:8][C:9]([OH:11])=[O:10])=[C:4]([N+:17]([O-:19])=[O:18])[CH:3]=1. The yield is 0.870.